From a dataset of Peptide-MHC class II binding affinity with 134,281 pairs from IEDB. Regression. Given a peptide amino acid sequence and an MHC pseudo amino acid sequence, predict their binding affinity value. This is MHC class II binding data. The MHC is DRB3_0101 with pseudo-sequence DRB3_0101. The peptide sequence is PDNVKPIYIVTPTNA. The binding affinity (normalized) is 0.268.